Dataset: NCI-60 drug combinations with 297,098 pairs across 59 cell lines. Task: Regression. Given two drug SMILES strings and cell line genomic features, predict the synergy score measuring deviation from expected non-interaction effect. Drug 1: CC1=C(C(CCC1)(C)C)C=CC(=CC=CC(=CC(=O)O)C)C. Drug 2: C1CN(CCN1C(=O)CCBr)C(=O)CCBr. Cell line: OVCAR-5. Synergy scores: CSS=7.46, Synergy_ZIP=-0.469, Synergy_Bliss=-0.476, Synergy_Loewe=-3.49, Synergy_HSA=-3.21.